This data is from NCI-60 drug combinations with 297,098 pairs across 59 cell lines. The task is: Regression. Given two drug SMILES strings and cell line genomic features, predict the synergy score measuring deviation from expected non-interaction effect. (1) Drug 1: C1=CC(=C2C(=C1NCCNCCO)C(=O)C3=C(C=CC(=C3C2=O)O)O)NCCNCCO. Drug 2: C(CC(=O)O)C(=O)CN.Cl. Cell line: SK-MEL-28. Synergy scores: CSS=39.0, Synergy_ZIP=-13.5, Synergy_Bliss=-6.62, Synergy_Loewe=-23.7, Synergy_HSA=-3.62. (2) Drug 1: C1=CC(=CC=C1CCCC(=O)O)N(CCCl)CCCl. Drug 2: C1=NNC2=C1C(=O)NC=N2. Cell line: SK-MEL-5. Synergy scores: CSS=25.4, Synergy_ZIP=-7.61, Synergy_Bliss=-2.54, Synergy_Loewe=-22.2, Synergy_HSA=-6.00. (3) Drug 1: CC1=C(C=C(C=C1)NC2=NC=CC(=N2)N(C)C3=CC4=NN(C(=C4C=C3)C)C)S(=O)(=O)N.Cl. Drug 2: COC1=C2C(=CC3=C1OC=C3)C=CC(=O)O2. Cell line: PC-3. Synergy scores: CSS=-2.37, Synergy_ZIP=0.0856, Synergy_Bliss=-1.01, Synergy_Loewe=-0.868, Synergy_HSA=-1.19. (4) Drug 1: CC(CN1CC(=O)NC(=O)C1)N2CC(=O)NC(=O)C2. Drug 2: CC(C)NC(=O)C1=CC=C(C=C1)CNNC.Cl. Cell line: SR. Synergy scores: CSS=59.5, Synergy_ZIP=1.11, Synergy_Bliss=2.73, Synergy_Loewe=-7.33, Synergy_HSA=4.71. (5) Drug 1: CC12CCC3C(C1CCC2O)C(CC4=C3C=CC(=C4)O)CCCCCCCCCS(=O)CCCC(C(F)(F)F)(F)F. Cell line: KM12. Drug 2: C(CCl)NC(=O)N(CCCl)N=O. Synergy scores: CSS=8.44, Synergy_ZIP=1.48, Synergy_Bliss=5.61, Synergy_Loewe=1.69, Synergy_HSA=1.47. (6) Drug 1: CCC1=C2CN3C(=CC4=C(C3=O)COC(=O)C4(CC)O)C2=NC5=C1C=C(C=C5)O. Drug 2: CC1C(C(CC(O1)OC2CC(OC(C2O)C)OC3=CC4=CC5=C(C(=O)C(C(C5)C(C(=O)C(C(C)O)O)OC)OC6CC(C(C(O6)C)O)OC7CC(C(C(O7)C)O)OC8CC(C(C(O8)C)O)(C)O)C(=C4C(=C3C)O)O)O)O. Cell line: HCT-15. Synergy scores: CSS=41.5, Synergy_ZIP=-8.48, Synergy_Bliss=-6.02, Synergy_Loewe=-10.9, Synergy_HSA=-4.32. (7) Drug 1: CC1=C(C(=CC=C1)Cl)NC(=O)C2=CN=C(S2)NC3=CC(=NC(=N3)C)N4CCN(CC4)CCO. Drug 2: C1CN(P(=O)(OC1)NCCCl)CCCl. Cell line: PC-3. Synergy scores: CSS=7.18, Synergy_ZIP=5.01, Synergy_Bliss=12.0, Synergy_Loewe=-7.15, Synergy_HSA=7.25.